Predict which catalyst facilitates the given reaction. From a dataset of Catalyst prediction with 721,799 reactions and 888 catalyst types from USPTO. (1) Reactant: [OH:1][C:2]1[CH:3]=[C:4]2[C:9](=[CH:10][CH:11]=1)[CH:8]=[C:7]([C@:12]1([CH3:18])[CH2:16][O:15][C:14](=[O:17])[NH:13]1)[CH:6]=[CH:5]2.[CH2:19]([CH:24]1[CH2:29][CH2:28][CH:27](O)[CH2:26][CH2:25]1)[CH2:20][CH2:21][CH2:22][CH3:23].O1CCCC1.C1(P(C2C=CC=CC=2)C2C=CC=CC=2)C=CC=CC=1.N(C(OC(C)C)=O)=NC(OC(C)C)=O. Product: [CH3:18][C@@:12]1([C:7]2[CH:6]=[CH:5][C:4]3[C:9](=[CH:10][CH:11]=[C:2]([O:1][CH:27]4[CH2:26][CH2:25][CH:24]([CH2:19][CH2:20][CH2:21][CH2:22][CH3:23])[CH2:29][CH2:28]4)[CH:3]=3)[CH:8]=2)[CH2:16][O:15][C:14](=[O:17])[NH:13]1. The catalyst class is: 13. (2) Reactant: Br[C:2]1[C:3]([C:17]#[N:18])=[N:4][N:5]([CH3:16])[C:6]=1[CH2:7][NH:8]C(=O)OC(C)(C)C.[ClH:19].[NH2:20][C:21]1[CH:26]=[CH:25][CH:24]=[CH:23][C:22]=1B(O)O.COC(C)(C)C. Product: [ClH:19].[NH2:8][CH2:7][C:6]1[N:5]([CH3:16])[N:4]=[C:3]2[C:2]=1[C:22]1[CH:23]=[CH:24][CH:25]=[CH:26][C:21]=1[N:20]=[C:17]2[NH2:18]. The catalyst class is: 27. (3) Reactant: [NH2:1][C:2]1[C:7](C(OCC)=O)=[C:6]([CH3:13])[N:5]=[C:4]2[S:14][C:15]([Br:24])=[C:16]([C:17]3[CH:22]=[CH:21][CH:20]=[C:19]([CH3:23])[CH:18]=3)[C:3]=12.[OH-].[Na+].C1(OC2C=CC=CC=2)C=CC=CC=1. Product: [Br:24][C:15]1[S:14][C:4]2[N:5]=[C:6]([CH3:13])[CH:7]=[C:2]([NH2:1])[C:3]=2[C:16]=1[C:17]1[CH:22]=[CH:21][CH:20]=[C:19]([CH3:23])[CH:18]=1. The catalyst class is: 8. (4) Reactant: [NH2:1][C:2]1[C:3](=[O:9])[NH:4][C:5](=[O:8])[NH:6][CH:7]=1.[C:10]([C:16]([O:18][CH3:19])=[O:17])#[C:11][C:12]([O:14][CH3:15])=[O:13]. Product: [O:8]=[C:5]1[NH:4][C:3](=[O:9])[C:2]([NH:1]/[C:11](=[CH:10]/[C:16]([O:18][CH3:19])=[O:17])/[C:12]([O:14][CH3:15])=[O:13])=[CH:7][NH:6]1. The catalyst class is: 5. (5) Reactant: N1C=CN=C1.[OH:6][C@H:7]1[CH2:11][N:10]([C:12]([O:14][C:15]([CH3:18])([CH3:17])[CH3:16])=[O:13])[C@H:9]([C:19]([O:21][CH3:22])=[O:20])[CH2:8]1.[CH3:23][C:24]([Si:27](Cl)([CH3:29])[CH3:28])([CH3:26])[CH3:25]. Product: [Si:27]([O:6][C@H:7]1[CH2:11][N:10]([C:12]([O:14][C:15]([CH3:16])([CH3:17])[CH3:18])=[O:13])[C@H:9]([C:19]([O:21][CH3:22])=[O:20])[CH2:8]1)([C:24]([CH3:26])([CH3:25])[CH3:23])([CH3:29])[CH3:28]. The catalyst class is: 3. (6) Reactant: [CH3:1][C:2]1[C:10]2[C:9](=[O:11])[NH:8][CH:7]=[N:6][C:5]=2[S:4][C:3]=1[C:12]([O:14][CH3:15])=[O:13].C([O-])([O-])=O.[K+].[K+].Cl[CH2:23][C:24]([NH:26][CH:27]1[CH2:32][CH2:31][CH2:30][CH2:29][CH2:28]1)=[O:25]. Product: [CH:27]1([NH:26][C:24](=[O:25])[CH2:23][N:8]2[C:9](=[O:11])[C:10]3[C:2]([CH3:1])=[C:3]([C:12]([O:14][CH3:15])=[O:13])[S:4][C:5]=3[N:6]=[CH:7]2)[CH2:32][CH2:31][CH2:30][CH2:29][CH2:28]1. The catalyst class is: 23.